This data is from Reaction yield outcomes from USPTO patents with 853,638 reactions. The task is: Predict the reaction yield, written as a fraction of the theoretical maximum amount of product (1.0 means a 100% yield; for example, 0.34 means a 34% yield). (1) The yield is 0.380. The catalyst is O1CCOCC1.CC(O)=O.CC(P(C(C)(C)C)C1C(C2[C-]=CC=CC=2)=CC=CC=1)(C)C.[Pd]. The reactants are FC(F)(F)S(O[C:7]1[CH:12]=[CH:11][CH:10]=[C:9]([C:13]2[CH:18]=[C:17]([C:19]3[C:23]4[CH2:24][C:25]([CH3:30])([CH3:29])[CH2:26][C:27](=[O:28])[C:22]=4[S:21][C:20]=3[N:31]3[CH2:36][CH2:35][O:34][CH2:33][CH2:32]3)[CH:16]=[CH:15][N:14]=2)[CH:8]=1)(=O)=O.C(OC([NH:46][CH:47]1[CH2:51][CH2:50][NH:49][CH2:48]1)=O)(C)(C)C.CC(C)([O-])C.[K+].[ClH:58].CCOCC. The product is [ClH:58].[NH2:46][CH:47]1[CH2:51][CH2:50][N:49]([C:7]2[CH:8]=[C:9]([C:13]3[CH:18]=[C:17]([C:19]4[C:23]5[CH2:24][C:25]([CH3:29])([CH3:30])[CH2:26][C:27](=[O:28])[C:22]=5[S:21][C:20]=4[N:31]4[CH2:32][CH2:33][O:34][CH2:35][CH2:36]4)[CH:16]=[CH:15][N:14]=3)[CH:10]=[CH:11][CH:12]=2)[CH2:48]1. (2) The reactants are O(C)[Na].[CH3:4][O:5][CH:6]([C:12]([O:14]C)=O)[C:7]([O:9]CC)=O.Cl.[N+:17]([C:20]1[CH:28]=[CH:27][C:23]([C:24](=[NH:26])[NH2:25])=[CH:22][CH:21]=1)([O-:19])=[O:18]. The catalyst is CCO. The product is [OH:14][C:12]1[N:25]=[C:24]([C:23]2[CH:22]=[CH:21][C:20]([N+:17]([O-:19])=[O:18])=[CH:28][CH:27]=2)[NH:26][C:7](=[O:9])[C:6]=1[O:5][CH3:4]. The yield is 0.650. (3) The reactants are Cl.[C:2]1([N:8]([C:10]2[CH:15]=[CH:14][CH:13]=[CH:12][CH:11]=2)[NH2:9])[CH:7]=[CH:6][CH:5]=[CH:4][CH:3]=1.Br[C:17]1[CH:22]=[CH:21][CH:20]=[CH:19][CH:18]=1.CC([O-])(C)C.[Na+]. The catalyst is CC([O-])=O.CC([O-])=O.[Pd+2].C1C=CC(P(C2C(C3C(P(C4C=CC=CC=4)C4C=CC=CC=4)=CC=C4C=3C=CC=C4)=C3C(C=CC=C3)=CC=2)C2C=CC=CC=2)=CC=1.C1(C)C=CC=CC=1. The product is [C:17]1([NH:9][N:8]([C:10]2[CH:15]=[CH:14][CH:13]=[CH:12][CH:11]=2)[C:2]2[CH:3]=[CH:4][CH:5]=[CH:6][CH:7]=2)[CH:22]=[CH:21][CH:20]=[CH:19][CH:18]=1. The yield is 0.950. (4) The reactants are Cl[CH2:2][CH2:3][CH2:4][N:5]1[C:10]2[CH:11]=[C:12]([CH3:16])[CH:13]=[C:14]([CH3:15])[C:9]=2[O:8][CH2:7][C:6]1=[O:17].C([O-])([O-])=O.[K+].[K+].[Na+].[I-].[CH2:26]([CH:30]1[CH2:35][CH2:34][NH:33][CH2:32][CH2:31]1)[CH2:27][CH2:28][CH3:29]. The catalyst is CCCCCCC.CCOC(C)=O. The product is [CH2:26]([CH:30]1[CH2:35][CH2:34][N:33]([CH2:2][CH2:3][CH2:4][N:5]2[C:10]3[CH:11]=[C:12]([CH3:16])[CH:13]=[C:14]([CH3:15])[C:9]=3[O:8][CH2:7][C:6]2=[O:17])[CH2:32][CH2:31]1)[CH2:27][CH2:28][CH3:29]. The yield is 0.720. (5) The reactants are [F:1][C:2]1[CH:11]=[C:10]([OH:12])[CH:9]=[CH:8][C:3]=1[C:4]([O:6]C)=[O:5].[CH:13]1([CH:16](O)[CH3:17])[CH2:15][CH2:14]1.C1(P(C2C=CC=CC=2)C2C=CC=CC=2)C=CC=CC=1.N(C(OC(C)C)=O)=NC(OC(C)C)=O.[OH-].[Na+]. The catalyst is C1COCC1.CO.O. The product is [CH:13]1([CH2:16][CH2:17][O:12][C:10]2[CH:9]=[CH:8][C:3]([C:4]([OH:6])=[O:5])=[C:2]([F:1])[CH:11]=2)[CH2:15][CH2:14]1. The yield is 0.960. (6) The reactants are [F:1][C:2]1[CH:10]=[C:9]([C:11]2[N:16]=[C:15]3[N:17]([CH2:20][C:21]4[CH:22]=[C:23]5[C:28](=[CH:29][CH:30]=4)[N:27]=[CH:26][CH:25]=[CH:24]5)[N:18]=[N:19][C:14]3=[CH:13][CH:12]=2)[CH:8]=[CH:7][C:3]=1[C:4]([NH2:6])=[O:5].CCOCC.[ClH:36]. The catalyst is C1COCC1. The product is [ClH:36].[F:1][C:2]1[CH:10]=[C:9]([C:11]2[N:16]=[C:15]3[N:17]([CH2:20][C:21]4[CH:22]=[C:23]5[C:28](=[CH:29][CH:30]=4)[N:27]=[CH:26][CH:25]=[CH:24]5)[N:18]=[N:19][C:14]3=[CH:13][CH:12]=2)[CH:8]=[CH:7][C:3]=1[C:4]([NH2:6])=[O:5]. The yield is 0.960. (7) The reactants are [Br:1][C:2]1[CH:11]=[C:10]([CH3:12])[CH:9]=[CH:8][C:3]=1[C:4]([O:6]C)=O.[CH3:13][CH2:14][Mg+].[Br-].[CH2:17]1COC[CH2:18]1. No catalyst specified. The product is [Br:1][C:2]1[CH:11]=[C:10]([CH3:12])[CH:9]=[CH:8][C:3]=1[C:4]([OH:6])([CH2:13][CH3:14])[CH2:17][CH3:18]. The yield is 0.712.